This data is from Catalyst prediction with 721,799 reactions and 888 catalyst types from USPTO. The task is: Predict which catalyst facilitates the given reaction. (1) Reactant: C([O:3][C:4]([C:6]1[N:7]([CH2:30][C:31]2[CH:36]=[CH:35][CH:34]=[CH:33][CH:32]=2)[C:8](=[O:29])[CH:9]=[CH:10][C:11]=1[CH2:12][N:13]([CH2:24][C:25]([O:27][CH3:28])=[O:26])S(C1C=CC(C)=CC=1)(=O)=O)=O)C.C[O-].[Na+].Cl. Product: [CH3:28][O:27][C:25]([C:24]1[C:4]([OH:3])=[C:6]2[C:11]([CH:10]=[CH:9][C:8](=[O:29])[N:7]2[CH2:30][C:31]2[CH:36]=[CH:35][CH:34]=[CH:33][CH:32]=2)=[CH:12][N:13]=1)=[O:26]. The catalyst class is: 5. (2) Reactant: [C:1]([O:5][C:6]([N:8]([CH2:15][C:16]1[CH:17]=[C:18]([CH:22]=[CH:23][CH:24]=1)[C:19](O)=[O:20])[CH:9]1[CH2:14][CH2:13][O:12][CH2:11][CH2:10]1)=[O:7])([CH3:4])([CH3:3])[CH3:2].CCN=C=NCCCN(C)C.C1C=CC2N(O)N=NC=2C=1.CCN(CC)CC.[NH2:53][CH2:54][CH:55]([OH:67])[CH2:56][N:57]1[CH2:66][CH2:65][C:64]2[C:59](=[CH:60][CH:61]=[CH:62][CH:63]=2)[CH2:58]1. Product: [CH2:58]1[C:59]2[C:64](=[CH:63][CH:62]=[CH:61][CH:60]=2)[CH2:65][CH2:66][N:57]1[CH2:56][CH:55]([OH:67])[CH2:54][NH:53][C:19]([C:18]1[CH:17]=[C:16]([CH:24]=[CH:23][CH:22]=1)[CH2:15][N:8]([CH:9]1[CH2:14][CH2:13][O:12][CH2:11][CH2:10]1)[C:6](=[O:7])[O:5][C:1]([CH3:4])([CH3:2])[CH3:3])=[O:20]. The catalyst class is: 2. (3) Reactant: [I:1][C:2]1[CH:3]=[C:4]([CH2:8][CH2:9][OH:10])[CH:5]=[CH:6][CH:7]=1.[C:11](OC(=O)C)(=[O:13])[CH3:12]. Product: [C:11]([O:10][CH2:9][CH2:8][C:4]1[CH:5]=[CH:6][CH:7]=[C:2]([I:1])[CH:3]=1)(=[O:13])[CH3:12]. The catalyst class is: 17.